Dataset: Catalyst prediction with 721,799 reactions and 888 catalyst types from USPTO. Task: Predict which catalyst facilitates the given reaction. (1) The catalyst class is: 1. Product: [F:17][C:18]1[CH:19]=[CH:20][C:21]([N:24]2[C:28]([C:29]3[CH:39]=[CH:38][C:32]4[O:33][CH2:34][C:35](=[O:37])[NH:36][C:31]=4[CH:30]=3)=[CH:27][C:26](/[CH:40]=[CH:5]/[C:3]([O:2][CH3:1])=[O:4])=[N:25]2)=[CH:22][CH:23]=1. Reactant: [CH3:1][O:2][C:3]([CH2:5]P(OC)(OC)=O)=[O:4].C([Li])CCC.[F:17][C:18]1[CH:23]=[CH:22][C:21]([N:24]2[C:28]([C:29]3[CH:39]=[CH:38][C:32]4[O:33][CH2:34][C:35](=[O:37])[NH:36][C:31]=4[CH:30]=3)=[CH:27][C:26]([CH:40]=O)=[N:25]2)=[CH:20][CH:19]=1. (2) Reactant: [Cl-].[In+3].[Cl-].[Cl-].FC(F)(F)C(O)=O.[Cl:12][C:13]1[CH:18]=[CH:17][C:16]([CH:19]([CH:21]2[CH2:23][C:22]2([F:25])[F:24])O)=[CH:15][CH:14]=1.[F:26][C:27]1[CH:28]=[C:29]2[C:33](=[C:34]([CH2:36][S:37]([CH3:40])(=[O:39])=[O:38])[CH:35]=1)[NH:32][CH:31]=[CH:30]2. Product: [Cl:12][C:13]1[CH:18]=[CH:17][C:16]([CH:19]([CH:21]2[CH2:23][C:22]2([F:25])[F:24])[C:30]2[C:29]3[C:33](=[C:34]([CH2:36][S:37]([CH3:40])(=[O:38])=[O:39])[CH:35]=[C:27]([F:26])[CH:28]=3)[NH:32][CH:31]=2)=[CH:15][CH:14]=1. The catalyst class is: 26.